From a dataset of Catalyst prediction with 721,799 reactions and 888 catalyst types from USPTO. Predict which catalyst facilitates the given reaction. (1) Reactant: [OH-].[Na+].[CH:3]1([CH2:8][CH:9]([C:14]2[CH:19]=[CH:18][C:17]([S:20]([CH3:23])(=[O:22])=[O:21])=[CH:16][CH:15]=2)[C:10]([O:12]C)=[O:11])[CH2:7][CH:6]=[CH:5][CH2:4]1. Product: [CH:3]1([CH2:8][CH:9]([C:14]2[CH:19]=[CH:18][C:17]([S:20]([CH3:23])(=[O:22])=[O:21])=[CH:16][CH:15]=2)[C:10]([OH:12])=[O:11])[CH2:7][CH:6]=[CH:5][CH2:4]1. The catalyst class is: 12. (2) Reactant: Br[C:2]1[CH:3]=[CH:4][C:5]([NH:8][CH2:9][C:10]2[CH:15]=[CH:14][C:13]([C:16]([F:19])([F:18])[F:17])=[CH:12][CH:11]=2)=[N:6][CH:7]=1.C([Li])(C)(C)C.CN(C)[CH:27]=[O:28]. Product: [F:17][C:16]([F:19])([F:18])[C:13]1[CH:14]=[CH:15][C:10]([CH2:9][NH:8][C:5]2[N:6]=[CH:7][C:2]([CH:27]=[O:28])=[CH:3][CH:4]=2)=[CH:11][CH:12]=1. The catalyst class is: 7.